This data is from Full USPTO retrosynthesis dataset with 1.9M reactions from patents (1976-2016). The task is: Predict the reactants needed to synthesize the given product. (1) Given the product [CH3:25][O:24][C:22]([N:17]1[C@@H:18]2[C@@H:13]([C@H:12]([OH:11])[CH2:21][CH2:20][CH2:19]2)[NH:14][CH2:15][CH2:16]1)=[O:23], predict the reactants needed to synthesize it. The reactants are: O.[F-].[NH4+].[Si]([O:11][C@@H:12]1[CH2:21][CH2:20][CH2:19][C@H:18]2[C@@H:13]1[NH:14][CH2:15][CH2:16][N:17]2[C:22]([O:24][CH3:25])=[O:23])(C(C)(C)C)(C)C.C([O-])([O-])=O.[Na+].[Na+]. (2) Given the product [Cl:1][C:2]1[CH:3]=[C:4]([CH:21]=[C:22]([Cl:24])[CH:23]=1)[O:5][CH:6]([CH2:19][CH3:20])[C:7]([NH:9][C:10]([CH3:18])([CH3:17])[C:11]#[C:12][CH2:13][CH2:14][CH2:15][C:25]#[N:26])=[O:8], predict the reactants needed to synthesize it. The reactants are: [Cl:1][C:2]1[CH:3]=[C:4]([CH:21]=[C:22]([Cl:24])[CH:23]=1)[O:5][CH:6]([CH2:19][CH3:20])[C:7]([NH:9][C:10]([CH3:18])([CH3:17])[C:11]#[C:12][CH2:13][CH2:14][CH2:15]Cl)=[O:8].[C-:25]#[N:26].[K+].O. (3) Given the product [OH:21][C@@H:19]([CH3:20])[C:18]([N:15]1[CH2:16][CH2:17][N:12]([CH2:11][C:9]2[S:10][C:5]3[C:4]([N:23]4[CH2:28][CH2:27][O:26][CH2:25][CH2:24]4)=[N:3][C:2]([C:30]4[CH:31]=[N:32][CH:33]=[N:34][CH:35]=4)=[N:7][C:6]=3[CH:8]=2)[CH2:13][CH2:14]1)=[O:22], predict the reactants needed to synthesize it. The reactants are: Cl[C:2]1[N:3]=[C:4]([N:23]2[CH2:28][CH2:27][O:26][CH2:25][CH2:24]2)[C:5]2[S:10][C:9]([CH2:11][N:12]3[CH2:17][CH2:16][N:15]([C:18](=[O:22])[C@@H:19]([OH:21])[CH3:20])[CH2:14][CH2:13]3)=[CH:8][C:6]=2[N:7]=1.B(O)(O)[C:30]1[CH:35]=[N:34][CH:33]=[N:32][CH:31]=1. (4) The reactants are: Cl.[CH3:2][N:3]1[C:7]([C:8]2[CH:9]=[C:10]([NH:14][C:15]([NH:17][CH2:18][CH:19]3[CH2:24][CH2:23][CH2:22][NH:21][CH2:20]3)=[O:16])[CH:11]=[CH:12][CH:13]=2)=[N:6][N:5]=[N:4]1.[F:25][C:26]1[CH:31]=[CH:30][C:29]([CH2:32][CH2:33][CH:34]=O)=[CH:28][CH:27]=1.C(N(CC)CC)C.C([BH3-])#N. Given the product [F:25][C:26]1[CH:31]=[CH:30][C:29]([CH2:32][CH2:33][CH2:34][N:21]2[CH2:22][CH2:23][CH2:24][CH:19]([CH2:18][NH:17][C:15]([NH:14][C:10]3[CH:11]=[CH:12][CH:13]=[C:8]([C:7]4[N:3]([CH3:2])[N:4]=[N:5][N:6]=4)[CH:9]=3)=[O:16])[CH2:20]2)=[CH:28][CH:27]=1, predict the reactants needed to synthesize it. (5) Given the product [OH:26][CH2:25][CH2:24][N:22]([CH3:23])[C:3]1[C:2]([C:31]2[CH:32]=[N:27][CH:28]=[N:29][CH:30]=2)=[CH:21][C:6]([C:7]([NH:9][C:10]2[CH:15]=[CH:14][C:13]([O:16][C:17]([F:20])([F:19])[F:18])=[CH:12][CH:11]=2)=[O:8])=[CH:5][N:4]=1, predict the reactants needed to synthesize it. The reactants are: Br[C:2]1[C:3]([N:22]([CH2:24][CH2:25][OH:26])[CH3:23])=[N:4][CH:5]=[C:6]([CH:21]=1)[C:7]([NH:9][C:10]1[CH:15]=[CH:14][C:13]([O:16][C:17]([F:20])([F:19])[F:18])=[CH:12][CH:11]=1)=[O:8].[N:27]1[CH:32]=[C:31](B(O)O)[CH:30]=[N:29][CH:28]=1.C([O-])([O-])=O.[Na+].[Na+].COCCOC. (6) Given the product [Cl:17][C:18]1[CH:33]=[CH:32][C:21]([O:22][C:23]2[CH:28]=[CH:27][C:26]([CH2:29][CH2:30][NH:31][C:3]3[NH:4][CH:5]=[C:6]([CH2:10][C:11]4[CH:12]=[N:13][CH:14]=[N:15][CH:16]=4)[C:7](=[O:9])[N:8]=3)=[CH:25][CH:24]=2)=[CH:20][CH:19]=1, predict the reactants needed to synthesize it. The reactants are: CS[C:3]1[NH:4][CH:5]=[C:6]([CH2:10][C:11]2[CH:12]=[N:13][CH:14]=[N:15][CH:16]=2)[C:7](=[O:9])[N:8]=1.[Cl:17][C:18]1[CH:33]=[CH:32][C:21]([O:22][C:23]2[CH:28]=[CH:27][C:26]([CH2:29][CH2:30][NH2:31])=[CH:25][CH:24]=2)=[CH:20][CH:19]=1. (7) Given the product [Br:8][C:9]1[CH:14]=[CH:13][C:12]([CH2:15][CH2:16][CH2:17][CH2:18][CH2:19][CH2:20][CH2:21][CH2:22][CH3:23])=[CH:11][CH:10]=1, predict the reactants needed to synthesize it. The reactants are: C([SiH](CC)CC)C.[Br:8][C:9]1[CH:14]=[CH:13][C:12]([C:15](=O)[CH2:16][CH2:17][CH2:18][CH2:19][CH2:20][CH2:21][CH2:22][CH3:23])=[CH:11][CH:10]=1. (8) Given the product [Cl:8][C:6]1[CH:5]=[CH:4][C:3]([C:9]([N:11]2[CH2:16][CH2:15][N:14]([C:17]3[C:22]([CH3:23])=[CH:21][C:20]([CH3:24])=[CH:19][N:18]=3)[CH2:13][CH2:12]2)=[O:10])=[C:2]([N:31]2[CH2:32][CH2:25][CH2:26][CH2:27][S:28]2(=[O:30])=[O:29])[CH:7]=1, predict the reactants needed to synthesize it. The reactants are: Br[C:2]1[CH:7]=[C:6]([Cl:8])[CH:5]=[CH:4][C:3]=1[C:9]([N:11]1[CH2:16][CH2:15][N:14]([C:17]2[C:22]([CH3:23])=[CH:21][C:20]([CH3:24])=[CH:19][N:18]=2)[CH2:13][CH2:12]1)=[O:10].[CH2:25]1[CH2:32][NH:31][S:28](=[O:30])(=[O:29])[CH2:27][CH2:26]1.